From a dataset of Peptide-MHC class I binding affinity with 185,985 pairs from IEDB/IMGT. Regression. Given a peptide amino acid sequence and an MHC pseudo amino acid sequence, predict their binding affinity value. This is MHC class I binding data. (1) The binding affinity (normalized) is 0.594. The peptide sequence is FARQNNGAF. The MHC is HLA-C12:03 with pseudo-sequence HLA-C12:03. (2) The peptide sequence is ISKANWMTY. The MHC is HLA-A02:03 with pseudo-sequence HLA-A02:03. The binding affinity (normalized) is 0.0847. (3) The peptide sequence is NRDVSFQDL. The MHC is HLA-B15:17 with pseudo-sequence HLA-B15:17. The binding affinity (normalized) is 0.0847. (4) The peptide sequence is KSDPIMLLK. The MHC is HLA-B15:01 with pseudo-sequence HLA-B15:01. The binding affinity (normalized) is 0.0847. (5) The peptide sequence is FYSKVSEFRF. The MHC is H-2-Kd with pseudo-sequence H-2-Kd. The binding affinity (normalized) is 0.138. (6) The peptide sequence is GIYNCCESNI. The MHC is HLA-A68:02 with pseudo-sequence HLA-A68:02. The binding affinity (normalized) is 0.238. (7) The peptide sequence is SEQAAEAMEV. The binding affinity (normalized) is 0.671. The MHC is HLA-B45:01 with pseudo-sequence HLA-B45:01.